From a dataset of Forward reaction prediction with 1.9M reactions from USPTO patents (1976-2016). Predict the product of the given reaction. The product is: [CH:1]1([CH2:6][C@H:7]([CH2:28][N:29]([CH:38]=[O:39])[O:30][CH2:31][C:32]2[CH:33]=[CH:34][CH:35]=[CH:36][CH:37]=2)[C:8]([N:10]2[C@H:14]([C:15]([NH:61][C:62]3[C:67]([CH3:68])=[CH:66][CH:65]=[CH:64][N:63]=3)=[O:17])[CH2:13][CH2:12][N:11]2[C:18]([O:20][CH2:21][C:22]2[CH:23]=[CH:24][CH:25]=[CH:26][CH:27]=2)=[O:19])=[O:9])[CH2:2][CH2:3][CH2:4][CH2:5]1. Given the reactants [CH:1]1([CH2:6][C@H:7]([CH2:28][N:29]([CH:38]=[O:39])[O:30][CH2:31][C:32]2[CH:37]=[CH:36][CH:35]=[CH:34][CH:33]=2)[C:8]([N:10]2[CH:14]([C:15]([OH:17])=O)[CH2:13][CH2:12][N:11]2[C:18]([O:20][CH2:21][C:22]2[CH:27]=[CH:26][CH:25]=[CH:24][CH:23]=2)=[O:19])=[O:9])[CH2:5][CH2:4][CH2:3][CH2:2]1.C(N(CC)C(C)C)(C)C.ClC1C=C(Cl)C=C(Cl)C=1C(Cl)=O.[NH2:61][C:62]1[C:67]([CH3:68])=[CH:66][CH:65]=[CH:64][N:63]=1, predict the reaction product.